Dataset: Forward reaction prediction with 1.9M reactions from USPTO patents (1976-2016). Task: Predict the product of the given reaction. (1) Given the reactants [CH2:1]([C:9]1[CH:15]=[CH:14][C:12]([NH2:13])=[CH:11][CH:10]=1)[C:2]1[CH:8]=[CH:7][C:5]([NH2:6])=[CH:4][CH:3]=1.C(=O)([O-])[O-].[K+].[K+].Cl[C:23]([O:25][CH2:26][C:27]1[CH:32]=[CH:31][CH:30]=[CH:29][CH:28]=1)=[O:24], predict the reaction product. The product is: [CH2:26]([O:25][C:23](=[O:24])[NH:13][C:12]1[CH:14]=[CH:15][C:9]([CH2:1][C:2]2[CH:3]=[CH:4][C:5]([NH2:6])=[CH:7][CH:8]=2)=[CH:10][CH:11]=1)[C:27]1[CH:32]=[CH:31][CH:30]=[CH:29][CH:28]=1. (2) The product is: [N:24]1([C:2]2[CH:7]=[C:6]([NH:8][CH:9]3[CH2:14][CH2:13][O:12][CH2:11][CH2:10]3)[N:5]=[C:4]([CH2:15][P:16](=[O:23])([O:20][CH2:21][CH3:22])[O:17][CH2:18][CH3:19])[N:3]=2)[CH2:28][CH2:27][CH2:26][CH2:25]1. Given the reactants Cl[C:2]1[CH:7]=[C:6]([NH:8][CH:9]2[CH2:14][CH2:13][O:12][CH2:11][CH2:10]2)[N:5]=[C:4]([CH2:15][P:16](=[O:23])([O:20][CH2:21][CH3:22])[O:17][CH2:18][CH3:19])[N:3]=1.[NH:24]1[CH2:28][CH2:27][CH2:26][CH2:25]1.O, predict the reaction product. (3) Given the reactants Cl[C:2]1[N:7]=[C:6]([C:8]2[C:9]([C:17]3[CH:18]=[C:19]([NH:23][C:24](=[O:29])[C:25]([F:28])([F:27])[F:26])[CH:20]=[CH:21][CH:22]=3)=[N:10][N:11]3[CH:16]=[CH:15][CH:14]=[CH:13][C:12]=23)[CH:5]=[CH:4][N:3]=1.[Cl:30][C:31]1[CH:36]=[CH:35][C:34]([N+:37]([O-])=O)=[CH:33][C:32]=1[O:40][CH2:41][CH2:42][Cl:43], predict the reaction product. The product is: [Cl:30][C:31]1[CH:36]=[CH:35][C:34]([NH:37][C:2]2[N:7]=[C:6]([C:8]3[C:9]([C:17]4[CH:18]=[C:19]([NH:23][C:24](=[O:29])[C:25]([F:27])([F:26])[F:28])[CH:20]=[CH:21][CH:22]=4)=[N:10][N:11]4[CH:16]=[CH:15][CH:14]=[CH:13][C:12]=34)[CH:5]=[CH:4][N:3]=2)=[CH:33][C:32]=1[O:40][CH2:41][CH2:42][Cl:43]. (4) Given the reactants [Br:1]N1C(=O)NC(=O)N(Br)C1=O.[F:12][C:13]1[CH:18]=[CH:17][C:16]([C:19]2[CH:24]=[CH:23][C:22]([CH:25]=[O:26])=[C:21]([O:27][CH3:28])[CH:20]=2)=[CH:15][CH:14]=1.O, predict the reaction product. The product is: [Br:1][C:24]1[CH:23]=[C:22]([CH:25]=[O:26])[C:21]([O:27][CH3:28])=[CH:20][C:19]=1[C:16]1[CH:15]=[CH:14][C:13]([F:12])=[CH:18][CH:17]=1. (5) The product is: [ClH:14].[CH2:1]([C:3]1[CH:9]=[CH:8][C:6]([NH:7][NH2:10])=[CH:5][CH:4]=1)[CH3:2]. Given the reactants [CH2:1]([C:3]1[CH:9]=[CH:8][C:6]([NH2:7])=[CH:5][CH:4]=1)[CH3:2].[N:10]([O-])=O.[Na+].[ClH:14], predict the reaction product.